From a dataset of Catalyst prediction with 721,799 reactions and 888 catalyst types from USPTO. Predict which catalyst facilitates the given reaction. (1) Reactant: [C:1]1([C:7]2[O:8][C:9]([CH3:14])=[C:10]([CH2:12]Cl)[N:11]=2)[CH:6]=[CH:5][CH:4]=[CH:3][CH:2]=1.[CH2:15]([O:17][C:18]([C:20]1([CH2:25][C:26]2[CH:35]=[CH:34][C:33]3[C:28](=[CH:29][CH:30]=[C:31]([OH:36])[CH:32]=3)[CH:27]=2)[CH2:24][CH2:23][CH2:22][O:21]1)=[O:19])[CH3:16].C(=O)([O-])[O-].[Cs+].[Cs+]. Product: [CH2:15]([O:17][C:18]([C:20]1([CH2:25][C:26]2[CH:35]=[CH:34][C:33]3[C:28](=[CH:29][CH:30]=[C:31]([O:36][CH2:12][C:10]4[N:11]=[C:7]([C:1]5[CH:6]=[CH:5][CH:4]=[CH:3][CH:2]=5)[O:8][C:9]=4[CH3:14])[CH:32]=3)[CH:27]=2)[CH2:24][CH2:23][CH2:22][O:21]1)=[O:19])[CH3:16]. The catalyst class is: 10. (2) Reactant: [NH2:1][N:2]1[C:11]2[C:6](=[CH:7][CH:8]=[CH:9][CH:10]=2)[C:5]([OH:12])=[C:4]([C:13]2[NH:18][C:17]3[CH:19]=[CH:20][C:21]([O:23][CH2:24][C:25]4[CH:30]=[CH:29][CH:28]=[CH:27][CH:26]=4)=[CH:22][C:16]=3[S:15](=[O:32])(=[O:31])[N:14]=2)[C:3]1=[O:33].[C:34]1(=O)[CH2:37][CH2:36][CH2:35]1. Product: [CH2:24]([O:23][C:21]1[CH:20]=[CH:19][C:17]2[NH:18][C:13]([C:4]3[C:3](=[O:33])[N:2]([N:1]=[C:34]4[CH2:37][CH2:36][CH2:35]4)[C:11]4[C:6]([C:5]=3[OH:12])=[CH:7][CH:8]=[CH:9][CH:10]=4)=[N:14][S:15](=[O:32])(=[O:31])[C:16]=2[CH:22]=1)[C:25]1[CH:26]=[CH:27][CH:28]=[CH:29][CH:30]=1. The catalyst class is: 80. (3) Reactant: [N+:1]([C:4]1[CH:5]=[C:6]([C:10]2[CH:14]=[C:13]([CH2:15][CH2:16][CH:17]=O)[O:12][N:11]=2)[CH:7]=[CH:8][CH:9]=1)([O-:3])=[O:2].[C:19]1([CH:25]([C:32]2[CH:37]=[CH:36][CH:35]=[CH:34][CH:33]=2)[N:26]2[CH2:31][CH2:30][NH:29][CH2:28][CH2:27]2)[CH:24]=[CH:23][CH:22]=[CH:21][CH:20]=1.[BH-](OC(C)=O)(OC(C)=O)OC(C)=O.[Na+]. Product: [C:32]1([CH:25]([C:19]2[CH:24]=[CH:23][CH:22]=[CH:21][CH:20]=2)[N:26]2[CH2:27][CH2:28][N:29]([CH2:17][CH2:16][CH2:15][C:13]3[O:12][N:11]=[C:10]([C:6]4[CH:7]=[CH:8][CH:9]=[C:4]([N+:1]([O-:3])=[O:2])[CH:5]=4)[CH:14]=3)[CH2:30][CH2:31]2)[CH:33]=[CH:34][CH:35]=[CH:36][CH:37]=1. The catalyst class is: 2. (4) Reactant: Cl.[CH3:2][C:3]1[C:7]([CH:8]([C:21]2[O:22][C:23]3[CH:29]=[CH:28][C:27]([CH2:30][C:31]([NH:33][CH:34]([C:41]4[CH:46]=[CH:45][C:44]([CH3:47])=[CH:43][C:42]=4[CH3:48])[C:35]4[CH:40]=[CH:39][CH:38]=[CH:37][CH:36]=4)=[O:32])=[CH:26][C:24]=3[CH:25]=2)[N:9]2[CH2:12][CH:11]([NH:13]C(=O)OC(C)(C)C)[CH2:10]2)=[C:6]([CH3:49])[O:5][N:4]=1. Product: [NH2:13][CH:11]1[CH2:10][N:9]([CH:8]([C:7]2[C:3]([CH3:2])=[N:4][O:5][C:6]=2[CH3:49])[C:21]2[O:22][C:23]3[CH:29]=[CH:28][C:27]([CH2:30][C:31]([NH:33][CH:34]([C:41]4[CH:46]=[CH:45][C:44]([CH3:47])=[CH:43][C:42]=4[CH3:48])[C:35]4[CH:36]=[CH:37][CH:38]=[CH:39][CH:40]=4)=[O:32])=[CH:26][C:24]=3[CH:25]=2)[CH2:12]1. The catalyst class is: 5. (5) Reactant: P(Br)(Br)[Br:2].[CH2:5]([O:23][C:24]1[CH:25]=[C:26]([CH2:68]O)[CH:27]=[C:28]([O:49][CH2:50][CH2:51][CH2:52][CH2:53][CH2:54][CH2:55][CH2:56][CH2:57][CH2:58][CH2:59][CH2:60][CH2:61][CH2:62][CH2:63][CH2:64][CH2:65][CH2:66][CH3:67])[C:29]=1[O:30][CH2:31][CH2:32][CH2:33][CH2:34][CH2:35][CH2:36][CH2:37][CH2:38][CH2:39][CH2:40][CH2:41][CH2:42][CH2:43][CH2:44][CH2:45][CH2:46][CH2:47][CH3:48])[CH2:6][CH2:7][CH2:8][CH2:9][CH2:10][CH2:11][CH2:12][CH2:13][CH2:14][CH2:15][CH2:16][CH2:17][CH2:18][CH2:19][CH2:20][CH2:21][CH3:22]. Product: [Br:2][CH2:68][C:26]1[CH:27]=[C:28]([O:49][CH2:50][CH2:51][CH2:52][CH2:53][CH2:54][CH2:55][CH2:56][CH2:57][CH2:58][CH2:59][CH2:60][CH2:61][CH2:62][CH2:63][CH2:64][CH2:65][CH2:66][CH3:67])[C:29]([O:30][CH2:31][CH2:32][CH2:33][CH2:34][CH2:35][CH2:36][CH2:37][CH2:38][CH2:39][CH2:40][CH2:41][CH2:42][CH2:43][CH2:44][CH2:45][CH2:46][CH2:47][CH3:48])=[C:24]([O:23][CH2:5][CH2:6][CH2:7][CH2:8][CH2:9][CH2:10][CH2:11][CH2:12][CH2:13][CH2:14][CH2:15][CH2:16][CH2:17][CH2:18][CH2:19][CH2:20][CH2:21][CH3:22])[CH:25]=1. The catalyst class is: 2. (6) Reactant: [Br:1][C:2]1[CH:7]=[CH:6][C:5]([OH:8])=[CH:4][C:3]=1[CH3:9].Br[CH2:11][CH2:12][O:13][CH3:14].C([O-])([O-])=O.[K+].[K+]. Product: [Br:1][C:2]1[CH:7]=[CH:6][C:5]([O:8][CH2:11][CH2:12][O:13][CH3:14])=[CH:4][C:3]=1[CH3:9]. The catalyst class is: 23. (7) Product: [CH3:1][O:2][C:3]1[CH:4]=[CH:5][C:6]([NH:9][C:10]2[CH:15]=[CH:14][N:13]=[CH:12][C:11]=2[NH2:16])=[CH:7][CH:8]=1. The catalyst class is: 29. Reactant: [CH3:1][O:2][C:3]1[CH:8]=[CH:7][C:6]([NH:9][C:10]2[CH:15]=[CH:14][N:13]=[CH:12][C:11]=2[N+:16]([O-])=O)=[CH:5][CH:4]=1.